Dataset: Forward reaction prediction with 1.9M reactions from USPTO patents (1976-2016). Task: Predict the product of the given reaction. (1) Given the reactants [CH3:1][CH:2]([CH3:22])[CH2:3][CH2:4][NH:5][C:6]([C:8]1[C:9]([C:14]2[CH:19]=[CH:18][CH:17]=[CH:16][C:15]=2[CH2:20][NH2:21])=[CH:10][CH:11]=[CH:12][CH:13]=1)=[O:7].Cl[C:24]([O:26][CH3:27])=[O:25], predict the reaction product. The product is: [CH3:1][CH:2]([CH3:22])[CH2:3][CH2:4][NH:5][C:6]([C:8]1[C:9]([C:14]2[CH:19]=[CH:18][CH:17]=[CH:16][C:15]=2[CH2:20][NH:21][C:24]([O:26][CH3:27])=[O:25])=[CH:10][CH:11]=[CH:12][CH:13]=1)=[O:7]. (2) The product is: [CH3:18][N:19]([O:20][CH3:21])[C:8](=[O:9])[CH2:7][C:4]1[CH:5]=[CH:6][C:1]([C:11]2[CH:16]=[CH:15][CH:14]=[CH:13][CH:12]=2)=[CH:2][CH:3]=1. Given the reactants [C:1]1([C:11]2[CH:16]=[CH:15][CH:14]=[CH:13][CH:12]=2)[CH:6]=[CH:5][C:4]([CH2:7][C:8](O)=[O:9])=[CH:3][CH:2]=1.Cl.[CH3:18][NH:19][O:20][CH3:21].C(N(CC)CC)C.Cl.C(N=C=NCCCN(C)C)C, predict the reaction product. (3) Given the reactants C(OC(=O)[NH:7][C:8]1[CH:13]=[CH:12][C:11]([CH:14]2[CH2:16][CH2:15]2)=[CH:10][C:9]=1[CH2:17][C:18](=O)[C:19]1[CH:24]=[CH:23][CH:22]=[CH:21][CH:20]=1)(C)(C)C.FC(F)(F)C(O)=O, predict the reaction product. The product is: [CH:14]1([C:11]2[CH:10]=[C:9]3[C:8](=[CH:13][CH:12]=2)[NH:7][C:18]([C:19]2[CH:24]=[CH:23][CH:22]=[CH:21][CH:20]=2)=[CH:17]3)[CH2:16][CH2:15]1. (4) Given the reactants [NH2:1][C:2]1[CH:7]=[C:6]([CH3:8])[CH:5]=[C:4]([CH2:9][CH2:10][C:11]2[NH:19][C:14]3=[N:15][CH:16]=[CH:17][CH:18]=[C:13]3[N:12]=2)[N:3]=1.[C:20]([OH:23])(=[O:22])[CH3:21], predict the reaction product. The product is: [C:20]([OH:23])(=[O:22])[CH3:21].[NH2:1][C:2]1[CH:7]=[C:6]([CH3:8])[CH:5]=[C:4]([CH2:9][CH2:10][C:11]2[NH:19][C:14]3=[N:15][CH:16]=[CH:17][CH:18]=[C:13]3[N:12]=2)[N:3]=1. (5) The product is: [CH:1]([O:4][C:5]1[N:6]=[CH:7][C:8]([CH2:11][O:12][C:13]2[CH:21]=[CH:20][C:19]3[NH:18][C:17]4[CH:22]([CH2:25][C:26]([OH:28])=[O:27])[CH2:23][CH2:24][C:16]=4[C:15]=3[CH:14]=2)=[N:9][CH:10]=1)([CH3:3])[CH3:2]. Given the reactants [CH:1]([O:4][C:5]1[N:6]=[CH:7][C:8]([CH2:11][O:12][C:13]2[CH:21]=[CH:20][C:19]3[NH:18][C:17]4[CH:22]([CH2:25][C:26]([O:28]CC)=[O:27])[CH2:23][CH2:24][C:16]=4[C:15]=3[CH:14]=2)=[N:9][CH:10]=1)([CH3:3])[CH3:2].[Li+].[OH-].O.Cl, predict the reaction product. (6) Given the reactants [N:1]1([C:7]2[N:12]3[N:13]=[C:14]([C:16]4[CH:21]=[CH:20][N:19]=[CH:18][CH:17]=4)[CH:15]=[C:11]3[N:10]=[C:9]([NH:22][NH2:23])[CH:8]=2)[CH2:6][CH2:5][O:4][CH2:3][CH2:2]1.[CH:24]([C:27]1[CH:28]=[C:29]([CH:32]=[CH:33][CH:34]=1)[CH:30]=O)([CH3:26])[CH3:25], predict the reaction product. The product is: [CH:24]([C:27]1[CH:28]=[C:29]([CH:32]=[CH:33][CH:34]=1)[CH:30]=[N:23][NH:22][C:9]1[CH:8]=[C:7]([N:1]2[CH2:6][CH2:5][O:4][CH2:3][CH2:2]2)[N:12]2[N:13]=[C:14]([C:16]3[CH:17]=[CH:18][N:19]=[CH:20][CH:21]=3)[CH:15]=[C:11]2[N:10]=1)([CH3:26])[CH3:25]. (7) Given the reactants [F:1][C:2]1[CH:3]=[C:4]2[C:8](=[C:9]([F:11])[CH:10]=1)[N:7]([Si:12]([CH:19]([CH3:21])[CH3:20])([CH:16]([CH3:18])[CH3:17])[CH:13]([CH3:15])[CH3:14])[CH:6]=[CH:5]2.CN(C)CCN(C)CCN(C)C.C([Li])(CC)C.[I:39]I, predict the reaction product. The product is: [F:1][C:2]1[CH:3]=[C:4]2[C:8](=[C:9]([F:11])[C:10]=1[I:39])[N:7]([Si:12]([CH:16]([CH3:18])[CH3:17])([CH:19]([CH3:21])[CH3:20])[CH:13]([CH3:14])[CH3:15])[CH:6]=[CH:5]2. (8) Given the reactants [CH3:1][C:2]1[C:3]([N:8]([C:22](=[O:38])[C:23]2[CH:28]=[CH:27][C:26](B3OC(C)(C)C(C)(C)O3)=[CH:25][CH:24]=2)[C@@H:9]2[CH2:14][CH2:13][CH2:12][N:11]([C:15]([O:17][C:18]([CH3:21])([CH3:20])[CH3:19])=[O:16])[CH2:10]2)=[N:4][CH:5]=[CH:6][CH:7]=1.I[C:40]1[CH:41]=[N:42][N:43]([CH3:47])[C:44]=1[C:45]#[N:46].CC(C1C=C(C(C)C)C(C2C=CC=CC=2P(C2CCCCC2)C2CCCCC2)=C(C(C)C)C=1)C.C([O-])([O-])=O.[Na+].[Na+], predict the reaction product. The product is: [C:45]([C:44]1[N:43]([CH3:47])[N:42]=[CH:41][C:40]=1[C:26]1[CH:25]=[CH:24][C:23]([C:22]([N:8]([C:3]2[C:2]([CH3:1])=[CH:7][CH:6]=[CH:5][N:4]=2)[C@@H:9]2[CH2:14][CH2:13][CH2:12][N:11]([C:15]([O:17][C:18]([CH3:21])([CH3:20])[CH3:19])=[O:16])[CH2:10]2)=[O:38])=[CH:28][CH:27]=1)#[N:46].